This data is from Reaction yield outcomes from USPTO patents with 853,638 reactions. The task is: Predict the reaction yield, written as a fraction of the theoretical maximum amount of product (1.0 means a 100% yield; for example, 0.34 means a 34% yield). (1) The reactants are [F:1][C:2]1[CH:10]=[C:9]2[C:5]([C:6]([C:20]3[CH:21]=[N:22][N:23]([CH2:25][CH:26]4[CH2:31][CH2:30][N:29](C(OC(C)(C)C)=O)[CH2:28][CH2:27]4)[CH:24]=3)=[CH:7][N:8]2[S:11]([C:14]2[CH:19]=[CH:18][CH:17]=[CH:16][CH:15]=2)(=[O:13])=[O:12])=[CH:4][CH:3]=1.Cl. The catalyst is C1COCC1. The product is [F:1][C:2]1[CH:10]=[C:9]2[C:5]([C:6]([C:20]3[CH:21]=[N:22][N:23]([CH2:25][CH:26]4[CH2:31][CH2:30][NH:29][CH2:28][CH2:27]4)[CH:24]=3)=[CH:7][N:8]2[S:11]([C:14]2[CH:15]=[CH:16][CH:17]=[CH:18][CH:19]=2)(=[O:12])=[O:13])=[CH:4][CH:3]=1. The yield is 0.830. (2) The reactants are [CH2:1]([OH:5])[CH2:2][C:3]#[CH:4].[H-].[Na+].Cl[C:9]1[N:14]=[CH:13][CH:12]=[CH:11][N:10]=1. The catalyst is COCCOC.O1CCCC1.O. The product is [CH2:1]([O:5][C:9]1[N:14]=[CH:13][CH:12]=[CH:11][N:10]=1)[CH2:2][C:3]#[CH:4]. The yield is 0.800. (3) The reactants are [CH3:1][C@H:2]1[N:8]([C:9]([O:11][C:12]([CH3:15])([CH3:14])[CH3:13])=[O:10])[CH2:7][CH2:6][NH:5][CH2:4][CH2:3]1.[Cl:16][C:17]1[CH:18]=[CH:19][C:20]2[O:24][CH:23]=[N:22][C:21]=2[CH:25]=1.C(O)(=O)C. The catalyst is CC([O-])=O.CC([O-])=O.[Cu+2].C(#N)C. The product is [Cl:16][C:17]1[CH:18]=[CH:19][C:20]2[O:24][C:23]([N:5]3[CH2:4][CH2:3][C@@H:2]([CH3:1])[N:8]([C:9]([O:11][C:12]([CH3:14])([CH3:13])[CH3:15])=[O:10])[CH2:7][CH2:6]3)=[N:22][C:21]=2[CH:25]=1. The yield is 0.500. (4) The reactants are CC1C=CC(S(O[CH2:12][C@@H:13]2[CH2:17][O:16][C:15]([CH3:19])([CH3:18])[O:14]2)(=O)=O)=CC=1.[C:20]([C:24]1[NH:25][C:26]2[C:31]([CH:32]=1)=[CH:30][C:29]([N+:33]([O-:35])=[O:34])=[CH:28][CH:27]=2)([CH3:23])([CH3:22])[CH3:21].C([O-])([O-])=O.[Cs+].[Cs+]. The product is [C:20]([C:24]1[N:25]([CH2:12][C@@H:13]2[CH2:17][O:16][C:15]([CH3:18])([CH3:19])[O:14]2)[C:26]2[C:31]([CH:32]=1)=[CH:30][C:29]([N+:33]([O-:35])=[O:34])=[CH:28][CH:27]=2)([CH3:23])([CH3:21])[CH3:22]. The yield is 0.660. The catalyst is CN(C=O)C. (5) The reactants are C([C@@H]1C[C@H](O)C[C@@H]1C([N:11]([C:13]1[N:14]=[C:15]2[CH:21]=[CH:20][N:19]([S:22]([C:25]3[CH:31]=[CH:30][C:28]([CH3:29])=[CH:27][CH:26]=3)(=[O:24])=[O:23])[C:16]2=[N:17][CH:18]=1)[NH2:12])=O)C.[OH:32][C:33]1[CH:40]=[CH:39][C:36]([C:37]#[N:38])=[CH:35][CH:34]=1.[C:41]1(P([C:41]2[CH:46]=[CH:45][CH:44]=[CH:43][CH:42]=2)[C:41]2[CH:46]=[CH:45][CH:44]=[CH:43][CH:42]=2)[CH:46]=[CH:45][CH:44]=[CH:43][CH:42]=1.CCOC(/N=N/C([O:69][CH2:70][CH3:71])=O)=O. The catalyst is C1COCC1. The product is [C:37]([C:36]1[CH:39]=[CH:40][C:33]([O:32][C@H:46]2[CH2:45][C@H:71]([C:70]([NH:12][NH:11][C:13]3[N:14]=[C:15]4[CH:21]=[CH:20][N:19]([S:22]([C:25]5[CH:31]=[CH:30][C:28]([CH3:29])=[CH:27][CH:26]=5)(=[O:24])=[O:23])[C:16]4=[N:17][CH:18]=3)=[O:69])[C@H:42]([CH2:43][CH3:44])[CH2:41]2)=[CH:34][CH:35]=1)#[N:38]. The yield is 0.880. (6) The reactants are [OH:1][CH2:2][CH2:3][CH2:4][CH2:5][CH2:6][CH2:7][CH2:8][CH2:9][CH2:10][O:11][C:12]1[CH:17]=[CH:16][N:15]=[C:14]([CH2:18]O)[C:13]=1[CH3:20].S(Cl)([Cl:23])=O.C(=O)([O-])[O-].[Na+].[Na+]. The catalyst is ClCCl. The product is [OH:1][CH2:2][CH2:3][CH2:4][CH2:5][CH2:6][CH2:7][CH2:8][CH2:9][CH2:10][O:11][C:12]1[CH:17]=[CH:16][N:15]=[C:14]([CH2:18][Cl:23])[C:13]=1[CH3:20]. The yield is 0.741. (7) The reactants are Cl[C:2]1[N:6]([CH2:7][CH3:8])[N:5]=[CH:4][C:3]=1[N+:9]([O-:11])=[O:10].[F:12][C:13]([F:25])([F:24])[C:14]([NH:16][C@H:17]1[CH2:23][CH2:22][CH2:21][NH:20][CH2:19][CH2:18]1)=[O:15]. No catalyst specified. The product is [CH2:7]([N:6]1[C:2]([N:20]2[CH2:21][CH2:22][CH2:23][C@H:17]([NH:16][C:14](=[O:15])[C:13]([F:24])([F:12])[F:25])[CH2:18][CH2:19]2)=[C:3]([N+:9]([O-:11])=[O:10])[CH:4]=[N:5]1)[CH3:8]. The yield is 0.440.